This data is from Forward reaction prediction with 1.9M reactions from USPTO patents (1976-2016). The task is: Predict the product of the given reaction. (1) Given the reactants [Li+].[OH-].C[O:4][C:5](=[O:49])[CH2:6][C:7]1[C:44]([C:45]([F:48])([F:47])[F:46])=[CH:43][CH:42]=[CH:41][C:8]=1[CH2:9][CH2:10][C:11]1[C:16]([C:17]([F:20])([F:19])[F:18])=[CH:15][N:14]=[C:13]([NH:21][C:22]2[CH:27]=[CH:26][C:25]([CH:28]3[CH2:33][CH2:32][N:31]([C:34]([O:36][C:37]([CH3:40])([CH3:39])[CH3:38])=[O:35])[CH2:30][CH2:29]3)=[CH:24][CH:23]=2)[N:12]=1, predict the reaction product. The product is: [C:37]([O:36][C:34]([N:31]1[CH2:30][CH2:29][CH:28]([C:25]2[CH:24]=[CH:23][C:22]([NH:21][C:13]3[N:12]=[C:11]([CH2:10][CH2:9][C:8]4[CH:41]=[CH:42][CH:43]=[C:44]([C:45]([F:46])([F:48])[F:47])[C:7]=4[CH2:6][C:5]([OH:49])=[O:4])[C:16]([C:17]([F:18])([F:20])[F:19])=[CH:15][N:14]=3)=[CH:27][CH:26]=2)[CH2:33][CH2:32]1)=[O:35])([CH3:40])([CH3:38])[CH3:39]. (2) Given the reactants CO[C:3]([C:5]1[C:10](=[O:11])[N:9]([CH2:12][C:13]2[CH:18]=[CH:17][CH:16]=[CH:15][N:14]=2)[N:8]2[CH:19]=[C:20]([Cl:22])[CH:21]=[C:7]2[C:6]=1[OH:23])=[O:4].[NH2:24][C@H:25]([C:27]([OH:29])=[O:28])[CH3:26].C[O-].[Na+], predict the reaction product. The product is: [Cl:22][C:20]1[CH:21]=[C:7]2[C:6]([OH:23])=[C:5]([C:3]([NH:24][C@@H:25]([CH3:26])[C:27]([OH:29])=[O:28])=[O:4])[C:10](=[O:11])[N:9]([CH2:12][C:13]3[CH:18]=[CH:17][CH:16]=[CH:15][N:14]=3)[N:8]2[CH:19]=1. (3) Given the reactants [C:1]([C:4]1[C:5](=[O:14])[O:6][C:7]2[C:12]([CH:13]=1)=[CH:11][CH:10]=[CH:9][CH:8]=2)(=[O:3])[CH3:2].[Cl:15][C:16]1[CH:17]=[C:18]([CH:21]=[CH:22][CH:23]=1)[CH:19]=O, predict the reaction product. The product is: [Cl:15][C:16]1[CH:17]=[C:18]([CH:19]=[CH:2][C:1]([C:4]2[C:5](=[O:14])[O:6][C:7]3[C:12]([CH:13]=2)=[CH:11][CH:10]=[CH:9][CH:8]=3)=[O:3])[CH:21]=[CH:22][CH:23]=1. (4) Given the reactants [Cl:1][C:2]1[CH:7]=[CH:6][C:5]([CH:8]=O)=[CH:4][C:3]=1[B:10]([OH:12])[OH:11].[NH:13]1[CH2:17][CH2:16][CH2:15][CH2:14]1.C(O[BH-](OC(=O)C)OC(=O)C)(=O)C.[Na+], predict the reaction product. The product is: [Cl:1][C:2]1[CH:7]=[CH:6][C:5]([CH2:8][N:13]2[CH2:17][CH2:16][CH2:15][CH2:14]2)=[CH:4][C:3]=1[B:10]([OH:12])[OH:11]. (5) The product is: [C:1]([C:5]1[CH:6]=[C:7]2[C:12](=[C:13]([F:15])[CH:14]=1)[C:11](=[O:16])[N:10]([C:17]1[C:18]([CH2:40][OH:41])=[C:19]([N:23]3[C:27]4=[N:28][C:29]([NH:32][CH2:33][CH2:34][N:35]([CH3:37])[CH3:36])=[CH:30][CH:31]=[C:26]4[C:25]([C:38]([NH2:39])=[O:44])=[CH:24]3)[CH:20]=[CH:21][CH:22]=1)[N:9]=[CH:8]2)([CH3:4])([CH3:2])[CH3:3]. Given the reactants [C:1]([C:5]1[CH:6]=[C:7]2[C:12](=[C:13]([F:15])[CH:14]=1)[C:11](=[O:16])[N:10]([C:17]1[C:18]([CH2:40][OH:41])=[C:19]([N:23]3[C:27]4=[N:28][C:29]([NH:32][CH2:33][CH2:34][N:35]([CH3:37])[CH3:36])=[CH:30][CH:31]=[C:26]4[C:25]([C:38]#[N:39])=[CH:24]3)[CH:20]=[CH:21][CH:22]=1)[N:9]=[CH:8]2)([CH3:4])([CH3:3])[CH3:2].C([OH:44])C, predict the reaction product. (6) Given the reactants [CH3:1][O:2][C:3](=[O:13])[C:4]1[CH:9]=[C:8]([Br:10])[CH:7]=[CH:6][C:5]=1[CH2:11]Br.[F:14][C:15]1[C:20]([F:21])=[CH:19][CH:18]=[CH:17][C:16]=1[C:22]1[N:30]=[C:25]2[CH:26]=[N:27][NH:28][CH:29]=[C:24]2[N:23]=1, predict the reaction product. The product is: [CH3:1][O:2][C:3](=[O:13])[C:4]1[CH:9]=[C:8]([Br:10])[CH:7]=[CH:6][C:5]=1[CH2:11][N:27]1[CH:26]=[C:25]2[N:30]=[C:22]([C:16]3[CH:17]=[CH:18][CH:19]=[C:20]([F:21])[C:15]=3[F:14])[N:23]=[C:24]2[CH:29]=[N:28]1.